Dataset: NCI-60 drug combinations with 297,098 pairs across 59 cell lines. Task: Regression. Given two drug SMILES strings and cell line genomic features, predict the synergy score measuring deviation from expected non-interaction effect. (1) Drug 1: C1=NC2=C(N1)C(=S)N=C(N2)N. Drug 2: CCC(=C(C1=CC=CC=C1)C2=CC=C(C=C2)OCCN(C)C)C3=CC=CC=C3.C(C(=O)O)C(CC(=O)O)(C(=O)O)O. Cell line: RXF 393. Synergy scores: CSS=5.41, Synergy_ZIP=-4.52, Synergy_Bliss=-5.37, Synergy_Loewe=-10.6, Synergy_HSA=-7.16. (2) Drug 1: CCN(CC)CCCC(C)NC1=C2C=C(C=CC2=NC3=C1C=CC(=C3)Cl)OC. Drug 2: C1CN(CCN1C(=O)CCBr)C(=O)CCBr. Cell line: EKVX. Synergy scores: CSS=14.7, Synergy_ZIP=-6.01, Synergy_Bliss=-5.48, Synergy_Loewe=-14.7, Synergy_HSA=-2.88.